From a dataset of Forward reaction prediction with 1.9M reactions from USPTO patents (1976-2016). Predict the product of the given reaction. (1) Given the reactants C(OC([N:8]1[C:17]2[C:12](=[CH:13][CH:14]=[C:15]([C:18](=[O:31])[NH:19][C:20]3[CH:25]=[CH:24][C:23]([C:26]([O:28][CH2:29][CH3:30])=[O:27])=[CH:22][CH:21]=3)[CH:16]=2)[CH2:11][CH2:10][CH2:9]1)=O)(C)(C)C, predict the reaction product. The product is: [CH2:29]([O:28][C:26](=[O:27])[C:23]1[CH:22]=[CH:21][C:20]([NH:19][C:18]([C:15]2[CH:16]=[C:17]3[C:12]([CH2:11][CH2:10][CH2:9][NH:8]3)=[CH:13][CH:14]=2)=[O:31])=[CH:25][CH:24]=1)[CH3:30]. (2) Given the reactants [Cl:1][C:2]1[CH:3]=[CH:4][C:5]([OH:21])=[C:6]([CH:20]=1)[C:7]([NH:9][CH2:10][CH2:11][C:12]1[N:13]=[C:14]([CH:17]([CH3:19])[CH3:18])[S:15][CH:16]=1)=[O:8].C(=O)([O-])[O-].[K+].[K+].Br[CH2:29][C:30]([O:32][CH2:33][CH3:34])=[O:31], predict the reaction product. The product is: [CH2:33]([O:32][C:30](=[O:31])[CH2:29][O:21][C:5]1[CH:4]=[CH:3][C:2]([Cl:1])=[CH:20][C:6]=1[C:7](=[O:8])[NH:9][CH2:10][CH2:11][C:12]1[N:13]=[C:14]([CH:17]([CH3:19])[CH3:18])[S:15][CH:16]=1)[CH3:34]. (3) Given the reactants [CH2:1]([O:3][C:4](=[O:15])/[CH:5]=[CH:6]/[CH2:7][CH2:8][C:9]1[CH:14]=[CH:13][CH:12]=[CH:11][CH:10]=1)[CH3:2].[CH2:16]([N:23]([Si](C)(C)C)[CH2:24]OC)[C:17]1[CH:22]=[CH:21][CH:20]=[CH:19][CH:18]=1.F[C:32](F)(F)C(O)=O, predict the reaction product. The product is: [CH2:1]([O:3][C:4]([C@@H:5]1[C@@H:6]([CH2:7][CH2:8][C:9]2[CH:10]=[CH:11][CH:12]=[CH:13][CH:14]=2)[CH2:24][N:23]([CH2:16][C:17]2[CH:22]=[CH:21][CH:20]=[CH:19][CH:18]=2)[CH2:32]1)=[O:15])[CH3:2]. (4) Given the reactants [Cl:1][C:2]1[CH:3]=[CH:4][C:5]([O:35][CH3:36])=[C:6]([CH:34]=1)[CH2:7][CH:8]1[C:14](=[O:15])[N:13]([C:16]([NH:18][CH:19]([CH2:31][CH3:32])[C:20]([NH:22][CH2:23][C:24]([O:26]C(C)(C)C)=[O:25])=[O:21])=[O:17])[CH2:12][C:11](=[O:33])[NH:10][CH2:9]1.Cl.[C:38](OC(=O)CN)([CH3:41])([CH3:40])[CH3:39].C(OC(=O)[C@H](CC(C)C)N)(C)(C)C, predict the reaction product. The product is: [Cl:1][C:2]1[CH:3]=[CH:4][C:5]([O:35][CH3:36])=[C:6]([CH:34]=1)[CH2:7][CH:8]1[C:14](=[O:15])[N:13]([C:16]([NH:18][C@H:19]([CH2:31][CH3:32])[C:20]([NH:22][C@@H:23]([CH2:39][CH:38]([CH3:41])[CH3:40])[C:24]([OH:26])=[O:25])=[O:21])=[O:17])[CH2:12][C:11](=[O:33])[NH:10][CH2:9]1. (5) Given the reactants C([O:3][C:4](=O)[CH:5]=[C:6]([C:13]1[CH:14]=[C:15]2[C:19](=[C:20]([F:22])[CH:21]=1)[NH:18][CH:17]=[CH:16]2)[C:7]1[CH:12]=[CH:11][CH:10]=[CH:9][CH:8]=1)C.C(OC(=O)C=C(C1C=CC=C2C=1C(C#N)=[CH:39][NH:40]2)C1C=CC=CC=1)C, predict the reaction product. The product is: [F:22][C:20]1[CH:21]=[C:13]([C:6]([C:7]2[CH:12]=[CH:11][CH:10]=[CH:9][CH:8]=2)=[CH:5][C:4]([NH:40][CH3:39])=[O:3])[CH:14]=[C:15]2[C:19]=1[NH:18][CH:17]=[CH:16]2. (6) Given the reactants [H-].[Na+].[NH:3]1[CH2:8][CH2:7][CH2:6][CH2:5][C@@H:4]1[CH2:9][OH:10].F[C:12]1[CH:21]=[CH:20][CH:19]=[C:18]2[C:13]=1[C:14]([NH:22][C:23]1[CH:24]=[C:25]3[C:29](=[CH:30][CH:31]=1)[N:28]([CH2:32][C:33]1[CH:38]=[CH:37][CH:36]=[CH:35][N:34]=1)[CH:27]=[CH:26]3)=[N:15][CH:16]=[N:17]2, predict the reaction product. The product is: [NH:3]1[CH2:8][CH2:7][CH2:6][CH2:5][C@@H:4]1[CH2:9][O:10][C:12]1[CH:21]=[CH:20][CH:19]=[C:18]2[C:13]=1[C:14]([NH:22][C:23]1[CH:24]=[C:25]3[C:29](=[CH:30][CH:31]=1)[N:28]([CH2:32][C:33]1[CH:38]=[CH:37][CH:36]=[CH:35][N:34]=1)[CH:27]=[CH:26]3)=[N:15][CH:16]=[N:17]2.